Dataset: Retrosynthesis with 50K atom-mapped reactions and 10 reaction types from USPTO. Task: Predict the reactants needed to synthesize the given product. (1) Given the product CC(C)c1nc(N2CCC(CCCOc3ccc(CS(C)(=O)=O)c(F)c3)CC2)no1, predict the reactants needed to synthesize it. The reactants are: CC(C)c1nc(N2CCC(CCCO)CC2)no1.CS(=O)(=O)Cc1ccc(O)cc1F. (2) Given the product N#CC1CCN(S(=O)(=O)Cl)C1, predict the reactants needed to synthesize it. The reactants are: N#CC1CCNC1.O=S(=O)(Cl)Cl. (3) Given the product CC(=O)N1CCc2ccc(NC(=O)C3CCc4nc(C(C)(C)C(F)(F)F)ccc4C3)cc21, predict the reactants needed to synthesize it. The reactants are: CC(=O)N1CCc2ccc(N)cc21.CC(C)(c1ccc2c(n1)CC[C@@H](C(=O)O)C2)C(F)(F)F. (4) Given the product O=C(NO)c1ccc(-c2cccc(NCCc3ccccc3)n2)s1, predict the reactants needed to synthesize it. The reactants are: COC(=O)c1ccc(-c2cccc(NCCc3ccccc3)n2)s1.NO. (5) Given the product NC(=O)c1ccc(Oc2ccc(CNCCc3csc4ccccc34)cc2)cn1, predict the reactants needed to synthesize it. The reactants are: NC(=O)c1ccc(Oc2ccc(C=O)cc2)cn1.NCCc1csc2ccccc12. (6) Given the product CCCOCOc1ccccc1C(=O)OC, predict the reactants needed to synthesize it. The reactants are: CCCOCCl.COC(=O)c1ccccc1O. (7) Given the product Cc1ccccc1COc1cccnc1N, predict the reactants needed to synthesize it. The reactants are: Cc1ccccc1CCl.Nc1ncccc1O.